Dataset: Full USPTO retrosynthesis dataset with 1.9M reactions from patents (1976-2016). Task: Predict the reactants needed to synthesize the given product. (1) Given the product [C:40]([NH:39][C:37](=[O:38])[C:36]1[CH:44]=[CH:45][CH:46]=[C:34]([CH2:33][N:30]2[CH2:29][CH2:28][N:27]([C:25](=[O:26])[C:24]3[CH:47]=[CH:48][C:21]([NH:20][C:1]([NH:55][CH2:54][CH:51]4[CH2:53][CH2:52]4)=[O:12])=[C:22]([Cl:50])[C:23]=3[F:49])[CH2:32][CH2:31]2)[CH:35]=1)([CH3:43])([CH3:42])[CH3:41], predict the reactants needed to synthesize it. The reactants are: [C:1](=[O:12])(OC(Cl)(Cl)Cl)OC(Cl)(Cl)Cl.C(N(CC)CC)C.[NH2:20][C:21]1[CH:48]=[CH:47][C:24]([C:25]([N:27]2[CH2:32][CH2:31][N:30]([CH2:33][C:34]3[CH:35]=[C:36]([CH:44]=[CH:45][CH:46]=3)[C:37]([NH:39][C:40]([CH3:43])([CH3:42])[CH3:41])=[O:38])[CH2:29][CH2:28]2)=[O:26])=[C:23]([F:49])[C:22]=1[Cl:50].[CH:51]1([CH2:54][NH2:55])[CH2:53][CH2:52]1. (2) Given the product [F:1][C:2]1[CH:7]=[CH:6][CH:5]=[CH:4][C:3]=1[C:8]1[NH:41][C:38]2[C:39]([C:9]=1[CH2:10][CH2:11][CH2:12][N:13]1[CH2:14][CH2:15][CH:16]([C:19]3[CH:20]=[C:21]([NH:25][C:26](=[O:30])[CH:27]([CH3:29])[CH3:28])[CH:22]=[CH:23][CH:24]=3)[CH2:17][CH2:18]1)=[CH:40][C:35]([O:34][CH3:33])=[CH:36][CH:37]=2, predict the reactants needed to synthesize it. The reactants are: [F:1][C:2]1[CH:7]=[CH:6][CH:5]=[CH:4][C:3]=1[C:8](=O)[CH2:9][CH2:10][CH2:11][CH2:12][N:13]1[CH2:18][CH2:17][CH:16]([C:19]2[CH:20]=[C:21]([NH:25][C:26](=[O:30])[CH:27]([CH3:29])[CH3:28])[CH:22]=[CH:23][CH:24]=2)[CH2:15][CH2:14]1.Cl.[CH3:33][O:34][C:35]1[CH:40]=[CH:39][C:38]([NH:41]N)=[CH:37][CH:36]=1.